From a dataset of Catalyst prediction with 721,799 reactions and 888 catalyst types from USPTO. Predict which catalyst facilitates the given reaction. The catalyst class is: 2. Reactant: [F:1][CH:2]([F:32])[C:3]1[N:7]([C:8]2[N:13]=[C:12]([N:14]3[CH2:19][CH2:18][O:17][CH2:16][CH2:15]3)[CH:11]=[C:10]([N:20]3[CH2:25][CH2:24][NH:23][CH2:22][CH2:21]3)[N:9]=2)[C:6]2[CH:26]=[CH:27][CH:28]=[C:29]([O:30][CH3:31])[C:5]=2[N:4]=1.C([O-])([O-])=O.[K+].[K+].[CH3:39][S:40](Cl)(=[O:42])=[O:41].O. Product: [F:32][CH:2]([F:1])[C:3]1[N:7]([C:8]2[N:9]=[C:10]([N:20]3[CH2:25][CH2:24][N:23]([S:40]([CH3:39])(=[O:42])=[O:41])[CH2:22][CH2:21]3)[CH:11]=[C:12]([N:14]3[CH2:15][CH2:16][O:17][CH2:18][CH2:19]3)[N:13]=2)[C:6]2[CH:26]=[CH:27][CH:28]=[C:29]([O:30][CH3:31])[C:5]=2[N:4]=1.